This data is from Forward reaction prediction with 1.9M reactions from USPTO patents (1976-2016). The task is: Predict the product of the given reaction. (1) Given the reactants [S:1]1[C:5]2[CH:6]=[CH:7][CH:8]=[CH:9][C:4]=2[N:3]=[C:2]1[C:10]1[CH:26]=[CH:25][C:13]2[N:14]([CH:19]3[CH2:24][CH2:23][O:22][CH2:21][CH2:20]3)[C:15]([CH2:17]O)=[N:16][C:12]=2[CH:11]=1.C(Cl)(=O)C(Cl)=O.[I-].[Na+].[CH3:35][NH:36][CH3:37], predict the reaction product. The product is: [S:1]1[C:5]2[CH:6]=[CH:7][CH:8]=[CH:9][C:4]=2[N:3]=[C:2]1[C:10]1[CH:26]=[CH:25][C:13]2[N:14]([CH:19]3[CH2:24][CH2:23][O:22][CH2:21][CH2:20]3)[C:15]([CH2:17][N:36]([CH3:37])[CH3:35])=[N:16][C:12]=2[CH:11]=1. (2) Given the reactants [C:1]1([NH:7][C:8]([CH:10]2[CH2:15][CH2:14][N:13]([C:16]([O:18][C:19]([CH3:22])([CH3:21])[CH3:20])=[O:17])[CH2:12][CH2:11]2)=O)[CH:6]=[CH:5][CH:4]=[CH:3][CH:2]=1.CC(OC(/N=N/C(OC(C)C)=O)=O)C.C1(P(C2C=CC=CC=2)C2C=CC=CC=2)C=CC=CC=1.[N:56]([Si](C)(C)C)=[N+:57]=[N-:58], predict the reaction product. The product is: [C:1]1([N:7]2[C:8]([CH:10]3[CH2:15][CH2:14][N:13]([C:16]([O:18][C:19]([CH3:22])([CH3:21])[CH3:20])=[O:17])[CH2:12][CH2:11]3)=[N:58][N:57]=[N:56]2)[CH:6]=[CH:5][CH:4]=[CH:3][CH:2]=1.